Task: Predict which catalyst facilitates the given reaction.. Dataset: Catalyst prediction with 721,799 reactions and 888 catalyst types from USPTO (1) Reactant: C(OC([N:8]1[CH:13]2[CH2:14][CH2:15][CH:9]1[C:10]([C:33](O)=[O:34])=[C:11]([C:16]1[CH:21]=[CH:20][C:19]([CH2:22][CH2:23][CH2:24][O:25][C:26]3[C:30]([F:31])=[C:29]([CH3:32])[O:28][N:27]=3)=[CH:18][CH:17]=1)[CH2:12]2)=O)(C)(C)C.[CH:36]1([NH:39][CH2:40][C:41]2[CH:46]=[CH:45][CH:44]=[C:43]([O:47][CH3:48])[C:42]=2[CH3:49])[CH2:38][CH2:37]1.CCN(C(C)C)C(C)C.C1C=CC2N(O)N=NC=2C=1.CCN=C=NCCCN(C)C.Cl.Cl. Product: [CH:36]1([N:39]([CH2:40][C:41]2[CH:46]=[CH:45][CH:44]=[C:43]([O:47][CH3:48])[C:42]=2[CH3:49])[C:33]([C:10]2[CH:9]3[NH:8][CH:13]([CH2:12][C:11]=2[C:16]2[CH:17]=[CH:18][C:19]([CH2:22][CH2:23][CH2:24][O:25][C:26]4[C:30]([F:31])=[C:29]([CH3:32])[O:28][N:27]=4)=[CH:20][CH:21]=2)[CH2:14][CH2:15]3)=[O:34])[CH2:38][CH2:37]1. The catalyst class is: 79. (2) Reactant: C(N(CC)CC)C.Cl.[CH3:9][NH:10][O:11][CH3:12].[F:13][C:14]1[CH:22]=[CH:21][CH:20]=[CH:19][C:15]=1[C:16](Cl)=[O:17]. Product: [F:13][C:14]1[CH:22]=[CH:21][CH:20]=[CH:19][C:15]=1[C:16]([N:10]([O:11][CH3:12])[CH3:9])=[O:17]. The catalyst class is: 4.